From a dataset of Full USPTO retrosynthesis dataset with 1.9M reactions from patents (1976-2016). Predict the reactants needed to synthesize the given product. (1) Given the product [C:1]([O:5][C:6]([N:8]1[CH2:9][CH:10]([CH:12]([C:13]2[CH:18]=[CH:17][C:16]([Cl:19])=[CH:15][CH:14]=2)[OH:20])[CH2:11]1)=[O:7])([CH3:4])([CH3:2])[CH3:3], predict the reactants needed to synthesize it. The reactants are: [C:1]([O:5][C:6]([N:8]1[CH2:11][CH:10]([C:12](=[O:20])[C:13]2[CH:18]=[CH:17][C:16]([Cl:19])=[CH:15][CH:14]=2)[CH2:9]1)=[O:7])([CH3:4])([CH3:3])[CH3:2].[BH4-].[Na+].O. (2) Given the product [C:20]1([CH:16]([C:10]2[CH:11]=[CH:12][CH:13]=[CH:14][CH:15]=2)[C:17]([NH:9][C:7]2[O:8][C:4]([CH2:1][CH2:2][CH3:3])=[N:5][N:6]=2)=[O:18])[CH:21]=[CH:22][CH:23]=[CH:24][CH:25]=1, predict the reactants needed to synthesize it. The reactants are: [CH2:1]([C:4]1[O:8][C:7]([NH2:9])=[N:6][N:5]=1)[CH2:2][CH3:3].[C:10]1([CH:16]([C:20]2[CH:25]=[CH:24][CH:23]=[CH:22][CH:21]=2)[C:17](Cl)=[O:18])[CH:15]=[CH:14][CH:13]=[CH:12][CH:11]=1. (3) The reactants are: [N:1]([CH2:4][CH2:5][CH2:6][CH2:7][N:8]=[C:9]=[O:10])=[C:2]=[O:3].[NH2:11][CH2:12][CH2:13][O:14][CH2:15][CH2:16][O:17][CH2:18][CH2:19][NH:20][S:21]([C:24]1[CH:29]=[CH:28][CH:27]=[C:26]([CH:30]2[C:39]3[C:34](=[C:35]([Cl:41])[CH:36]=[C:37]([Cl:40])[CH:38]=3)[CH2:33][N:32]([CH3:42])[CH2:31]2)[CH:25]=1)(=[O:23])=[O:22]. Given the product [O:3]=[C:2]([NH:1][CH2:4][CH2:5][CH2:6][CH2:7][NH:8][C:9](=[O:10])[NH:11][CH2:12][CH2:13][O:14][CH2:15][CH2:16][O:17][CH2:18][CH2:19][NH:20][S:21]([C:24]1[CH:29]=[CH:28][CH:27]=[C:26]([CH:30]2[C:39]3[C:34](=[C:35]([Cl:41])[CH:36]=[C:37]([Cl:40])[CH:38]=3)[CH2:33][N:32]([CH3:42])[CH2:31]2)[CH:25]=1)(=[O:23])=[O:22])[NH:11][CH2:12][CH2:13][O:14][CH2:15][CH2:16][O:17][CH2:18][CH2:19][NH:20][S:21]([C:24]1[CH:29]=[CH:28][CH:27]=[C:26]([CH:30]2[C:39]3[C:34](=[C:35]([Cl:41])[CH:36]=[C:37]([Cl:40])[CH:38]=3)[CH2:33][N:32]([CH3:42])[CH2:31]2)[CH:25]=1)(=[O:23])=[O:22], predict the reactants needed to synthesize it. (4) Given the product [CH3:14][O:3][C:4]1[C:5]([C:9]([O:11][CH2:12][CH3:13])=[O:10])=[N:6][S:7][CH:8]=1, predict the reactants needed to synthesize it. The reactants are: CI.[OH:3][C:4]1[C:5]([C:9]([O:11][CH2:12][CH3:13])=[O:10])=[N:6][S:7][CH:8]=1.[C:14](=O)([O-])[O-].[K+].[K+].O. (5) Given the product [Cl:1][C:2]1[CH:3]=[CH:4][C:5]([C@@H:8]2[C@:10]3([C:18]4[C:13](=[CH:14][CH:15]=[CH:16][CH:17]=4)[N:12]([CH2:19][CH:20]=[O:21])[C:11]3=[O:25])[CH2:9]2)=[CH:6][CH:7]=1, predict the reactants needed to synthesize it. The reactants are: [Cl:1][C:2]1[CH:7]=[CH:6][C:5]([C@@H:8]2[C@:10]3([C:18]4[C:13](=[CH:14][CH:15]=[CH:16][CH:17]=4)[N:12]([CH2:19][CH:20](OC)[O:21]C)[C:11]3=[O:25])[CH2:9]2)=[CH:4][CH:3]=1.C(Cl)Cl.C(O)(C(F)(F)F)=O.C([O-])(O)=O.[Na+]. (6) Given the product [Cl:1][CH2:2][C:3]([C:12]1[CH:11]=[CH:10][C:9]([OH:13])=[CH:8][C:7]=1[Cl:6])=[O:4], predict the reactants needed to synthesize it. The reactants are: [Cl:1][CH2:2][C:3](Cl)=[O:4].[Cl:6][C:7]1[CH:8]=[C:9]([OH:13])[CH:10]=[CH:11][CH:12]=1. (7) Given the product [O:4]1[CH2:5][CH2:6][O:2][CH:3]1[CH2:7][CH:8]=[CH:34][CH:36]1[CH2:40][CH2:39][CH2:38][N:37]1[C:41]([O:43][CH2:44][C:45]1[CH:50]=[CH:49][CH:48]=[CH:47][CH:46]=1)=[O:42], predict the reactants needed to synthesize it. The reactants are: [Br-].[O:2]1[CH2:6][CH2:5][O:4][CH:3]1[CH2:7][CH2:8][P+](C1C=CC=CC=1)(C1C=CC=CC=1)C1C=CC=CC=1.CC(C)([O-])C.[K+].[CH:34]([CH:36]1[CH2:40][CH2:39][CH2:38][N:37]1[C:41]([O:43][CH2:44][C:45]1[CH:50]=[CH:49][CH:48]=[CH:47][CH:46]=1)=[O:42])=O.O.